Dataset: Catalyst prediction with 721,799 reactions and 888 catalyst types from USPTO. Task: Predict which catalyst facilitates the given reaction. (1) Reactant: [C:1]([O:5][C:6](=[O:17])[NH:7][C@@H:8]1[CH2:13][CH2:12][C@H:11]([OH:14])[C:10]([CH3:16])([CH3:15])[CH2:9]1)([CH3:4])([CH3:3])[CH3:2].CC(OI1(OC(C)=O)(OC(C)=O)OC(=O)C2C=CC=CC1=2)=O. Product: [C:1]([O:5][C:6](=[O:17])[NH:7][C@@H:8]1[CH2:13][CH2:12][C:11](=[O:14])[C:10]([CH3:16])([CH3:15])[CH2:9]1)([CH3:4])([CH3:2])[CH3:3]. The catalyst class is: 2. (2) Reactant: [C:1]([O:5][C:6]([N:8]1[CH2:13][CH2:12][CH:11]([CH:14]2[O:23][C:17]3=[CH:18][N:19]=[C:20](Cl)[CH:21]=[C:16]3[CH2:15]2)[CH2:10][CH2:9]1)=[O:7])([CH3:4])([CH3:3])[CH3:2].C([Sn](CCCC)(CCCC)[C:29]1[CH:34]=[CH:33][N:32]=[N:31][CH:30]=1)CCC. Product: [C:1]([O:5][C:6]([N:8]1[CH2:13][CH2:12][CH:11]([CH:14]2[O:23][C:17]3=[CH:18][N:19]=[C:20]([C:29]4[CH:34]=[CH:33][N:32]=[N:31][CH:30]=4)[CH:21]=[C:16]3[CH2:15]2)[CH2:10][CH2:9]1)=[O:7])([CH3:4])([CH3:3])[CH3:2]. The catalyst class is: 9. (3) Reactant: [CH3:1][C:2]1[CH:7]=[CH:6][C:5]([CH3:8])=[CH:4][C:3]=1[CH2:9][C:10]([N:12]1[CH2:17][CH2:16][CH:15]([C:18]2[O:19][CH2:20][CH:21]([C:23]([O:25][CH3:26])=[O:24])[N:22]=2)[CH2:14][CH2:13]1)=[O:11].N12CCCN=C1CCCCC2.BrC(Cl)(Cl)Cl. Product: [CH3:1][C:2]1[CH:7]=[CH:6][C:5]([CH3:8])=[CH:4][C:3]=1[CH2:9][C:10]([N:12]1[CH2:17][CH2:16][CH:15]([C:18]2[O:19][CH:20]=[C:21]([C:23]([O:25][CH3:26])=[O:24])[N:22]=2)[CH2:14][CH2:13]1)=[O:11]. The catalyst class is: 4. (4) Reactant: Cl[C:2]1[CH:7]=[CH:6][N:5]=[C:4]2[O:8][C:9]3([CH:15]4[CH2:16][CH2:17][N:12]([CH2:13][CH2:14]4)[CH2:11]3)[CH2:10][C:3]=12.C(=O)([O-])[O-].[Na+].[Na+].[CH3:24][N:25]1[CH2:30][CH2:29][NH:28][CH2:27][CH2:26]1. Product: [CH3:24][N:25]1[CH2:30][CH2:29][N:28]([C:2]2[CH:7]=[CH:6][N:5]=[C:4]3[O:8][C:9]4([CH:15]5[CH2:16][CH2:17][N:12]([CH2:13][CH2:14]5)[CH2:11]4)[CH2:10][C:3]=23)[CH2:27][CH2:26]1. The catalyst class is: 6. (5) Reactant: [C:1]([N:8]1[CH2:12][C@H:11]([F:13])[CH2:10][C@H:9]1[C:14]([OH:16])=O)([O:3][C:4]([CH3:7])([CH3:6])[CH3:5])=[O:2].[F-].[Na+].[F:19]C1(F)N(C)CCN1C. Product: [C:1]([N:8]1[CH2:12][C@H:11]([F:13])[CH2:10][C@H:9]1[C:14]([F:19])=[O:16])([O:3][C:4]([CH3:7])([CH3:6])[CH3:5])=[O:2]. The catalyst class is: 4. (6) Reactant: [CH3:1][O:2][C:3]1[CH:13]=[CH:12][C:6]([CH:7]=[CH:8][C:9](O)=[O:10])=[CH:5][CH:4]=1.N1C=CC=CC=1.O=S(Cl)[Cl:22]. Product: [CH3:1][O:2][C:3]1[CH:13]=[CH:12][C:6]([CH:7]=[CH:8][C:9]([Cl:22])=[O:10])=[CH:5][CH:4]=1. The catalyst class is: 11. (7) Reactant: [CH2:1]([O:5][CH2:6][CH2:7][O:8][C:9]1[CH:14]=[CH:13][C:12]([C:15]2[CH:16]=[CH:17][C:18]3[N:24]([CH2:25][CH:26]([CH3:28])[CH3:27])[CH2:23][CH2:22][C:21]([C:29]([NH:31][C:32]4[CH:37]=[CH:36][C:35]([S:38][CH2:39][C:40]5[N:41]=[N:42][CH:43]=[CH:44][CH:45]=5)=[CH:34][CH:33]=4)=[O:30])=[CH:20][C:19]=3[CH:46]=2)=[CH:11][CH:10]=1)[CH2:2][CH2:3][CH3:4].ClC1C=CC=C(C(OO)=[O:55])C=1.S([O-])([O-])(=O)=S.[Na+].[Na+]. Product: [CH2:1]([O:5][CH2:6][CH2:7][O:8][C:9]1[CH:10]=[CH:11][C:12]([C:15]2[CH:16]=[CH:17][C:18]3[N:24]([CH2:25][CH:26]([CH3:27])[CH3:28])[CH2:23][CH2:22][C:21]([C:29]([NH:31][C:32]4[CH:33]=[CH:34][C:35]([S:38]([CH2:39][C:40]5[N:41]=[N:42][CH:43]=[CH:44][CH:45]=5)=[O:55])=[CH:36][CH:37]=4)=[O:30])=[CH:20][C:19]=3[CH:46]=2)=[CH:13][CH:14]=1)[CH2:2][CH2:3][CH3:4]. The catalyst class is: 2.